The task is: Predict the reaction yield, written as a fraction of the theoretical maximum amount of product (1.0 means a 100% yield; for example, 0.34 means a 34% yield).. This data is from Reaction yield outcomes from USPTO patents with 853,638 reactions. (1) The yield is 0.820. The reactants are [F:1][C:2]1[CH:12]=[CH:11][CH:10]=[C:9]([F:13])[C:3]=1[C:4]([C:6]([OH:8])=[O:7])=[O:5].S(=O)(=O)(O)O.[CH3:19]O. No catalyst specified. The product is [F:1][C:2]1[CH:12]=[CH:11][CH:10]=[C:9]([F:13])[C:3]=1[C:4]([C:6]([O:8][CH3:19])=[O:7])=[O:5]. (2) The reactants are [Cl-].O[NH3+:3].[C:4](=[O:7])([O-])[OH:5].[Na+].CS(C)=O.[CH3:13][C:14]1[N:42]=[C:17]2[N:18]([CH3:41])[C:19](=[O:40])[C:20]([CH2:25][C:26]3[CH:31]=[CH:30][C:29]([C:32]4[C:33]([C:38]#[N:39])=[CH:34][CH:35]=[CH:36][CH:37]=4)=[CH:28][CH:27]=3)=[C:21]([CH2:22][CH2:23][CH3:24])[N:16]2[N:15]=1. The catalyst is C(OCC)(=O)C. The product is [CH3:13][C:14]1[N:42]=[C:17]2[N:18]([CH3:41])[C:19](=[O:40])[C:20]([CH2:25][C:26]3[CH:31]=[CH:30][C:29]([C:32]4[CH:37]=[CH:36][CH:35]=[CH:34][C:33]=4[C:38]4[NH:3][C:4](=[O:7])[O:5][N:39]=4)=[CH:28][CH:27]=3)=[C:21]([CH2:22][CH2:23][CH3:24])[N:16]2[N:15]=1. The yield is 0.530. (3) The product is [OH:11][CH2:12][CH:13]=[C:14]1[CH2:19][CH2:18][CH:17]([N:20]2[C:25](=[O:26])[C:24]([CH2:27][C:28]3[CH:33]=[CH:32][C:31]([C:34]4[C:35]([C:40]#[N:41])=[CH:36][CH:37]=[CH:38][CH:39]=4)=[CH:30][CH:29]=3)=[C:23]([CH2:42][CH2:43][CH3:44])[N:22]3[N:45]=[CH:46][N:47]=[C:21]23)[CH2:16][CH2:15]1. The reactants are [Cl-].[Ca+2].[Cl-].[BH4-].[Na+].C(O)C.C([O:11][C:12](=O)[CH:13]=[C:14]1[CH2:19][CH2:18][CH:17]([N:20]2[C:25](=[O:26])[C:24]([CH2:27][C:28]3[CH:33]=[CH:32][C:31]([C:34]4[CH:39]=[CH:38][CH:37]=[CH:36][C:35]=4[C:40]#[N:41])=[CH:30][CH:29]=3)=[C:23]([CH2:42][CH2:43][CH3:44])[N:22]3[N:45]=[CH:46][N:47]=[C:21]23)[CH2:16][CH2:15]1)C. The yield is 0.490. The catalyst is O1CCCC1. (4) The reactants are C[O:2][C:3]1[CH:32]=[CH:31][C:6]([CH2:7][N:8]2[C:16]3[C:11](=[CH:12][C:13]([CH:17]=[C:18]4[S:22][C:21]([N:23]5[CH2:28][CH2:27][N:26]([CH3:29])[CH2:25][CH2:24]5)=[N:20][C:19]4=[O:30])=[CH:14][CH:15]=3)[CH:10]=[N:9]2)=[C:5]([C:33]([F:36])([F:35])[F:34])[CH:4]=1.B(Br)(Br)Br. The catalyst is C(Cl)Cl. The product is [OH:2][C:3]1[CH:32]=[CH:31][C:6]([CH2:7][N:8]2[C:16]3[C:11](=[CH:12][C:13]([CH:17]=[C:18]4[S:22][C:21]([N:23]5[CH2:28][CH2:27][N:26]([CH3:29])[CH2:25][CH2:24]5)=[N:20][C:19]4=[O:30])=[CH:14][CH:15]=3)[CH:10]=[N:9]2)=[C:5]([C:33]([F:36])([F:35])[F:34])[CH:4]=1. The yield is 0.960. (5) The reactants are Cl[C:2]1[N:10]=[CH:9][N:8]=[C:7]2[C:3]=1[N:4]=[CH:5][N:6]2[CH:11]1[CH2:15][CH2:14][CH2:13][O:12]1.ClC1N=CN=C2C=1NC=N2.[OH:26][C:27]1[CH:34]=[CH:33][C:30]([CH2:31][NH2:32])=[CH:29][CH:28]=1.C(N(C(C)C)C(C)C)C. The catalyst is C(O)CC. The product is [OH:26][C:27]1[CH:34]=[CH:33][C:30]([CH2:31][NH:32][C:2]2[N:10]=[CH:9][N:8]=[C:7]3[C:3]=2[N:4]=[CH:5][N:6]3[CH:11]2[CH2:15][CH2:14][CH2:13][O:12]2)=[CH:29][CH:28]=1. The yield is 0.800. (6) The reactants are [NH3:1].[C:2]([C:4]1[CH:35]=[CH:34][C:7]([C:8]([NH:10][C:11]2[C:16]([CH3:17])=[CH:15][C:14]([C:18]([F:30])([C:26]([F:29])([F:28])[F:27])[C:19]([F:25])([F:24])[C:20]([F:23])([F:22])[F:21])=[CH:13][C:12]=2[CH2:31][O:32][CH3:33])=[O:9])=[CH:6][C:5]=1F)#[N:3]. The catalyst is CS(C)=O. The product is [NH2:1][C:5]1[CH:6]=[C:7]([CH:34]=[CH:35][C:4]=1[C:2]#[N:3])[C:8]([NH:10][C:11]1[C:16]([CH3:17])=[CH:15][C:14]([C:18]([F:30])([C:26]([F:29])([F:28])[F:27])[C:19]([F:24])([F:25])[C:20]([F:23])([F:22])[F:21])=[CH:13][C:12]=1[CH2:31][O:32][CH3:33])=[O:9]. The yield is 0.660. (7) The reactants are [Cl:1][C:2]1[N:7]=[C:6](Cl)[C:5]([Cl:9])=[CH:4][N:3]=1.[NH2:10][CH:11]1[CH:15]2[O:16][CH2:17][CH:18]([O:19][CH2:20][CH2:21][OH:22])[CH:14]2[O:13][CH2:12]1.C(N(CC)CC)C. The catalyst is CCO. The product is [Cl:1][C:2]1[N:7]=[C:6]([NH:10][CH:11]2[CH:15]3[O:16][CH2:17][CH:18]([O:19][CH2:20][CH2:21][OH:22])[CH:14]3[O:13][CH2:12]2)[C:5]([Cl:9])=[CH:4][N:3]=1. The yield is 0.160. (8) The reactants are Cl.[CH3:2][C:3]1[N:7]([C:8]([C:21]2[CH:26]=[CH:25][CH:24]=[CH:23][CH:22]=2)([C:15]2[CH:20]=[CH:19][CH:18]=[CH:17][CH:16]=2)[C:9]2[CH:14]=[CH:13][CH:12]=[CH:11][CH:10]=2)[CH:6]=[N:5][C:4]=1[C:27](=[O:38])[CH2:28][CH2:29][CH2:30][O:31]C1CCCCO1.C([O-])(O)=O.[Na+].C(OCC)(=O)C. The catalyst is C1COCC1.O. The product is [OH:31][CH2:30][CH2:29][CH2:28][C:27]([C:4]1[N:5]=[CH:6][N:7]([C:8]([C:21]2[CH:26]=[CH:25][CH:24]=[CH:23][CH:22]=2)([C:15]2[CH:16]=[CH:17][CH:18]=[CH:19][CH:20]=2)[C:9]2[CH:14]=[CH:13][CH:12]=[CH:11][CH:10]=2)[C:3]=1[CH3:2])=[O:38]. The yield is 0.680. (9) The reactants are [CH2:1]([NH:3][C@@H:4]1[CH2:8][CH2:7][N:6]([C:9]2[C:14]([C:15]([O:17][CH:18]([CH3:20])[CH3:19])=[O:16])=[C:13]([C:21]3[CH:26]=[CH:25][CH:24]=[CH:23][CH:22]=3)[CH:12]=[CH:11][N:10]=2)[CH2:5]1)[CH3:2].[O:27]1[CH:31]=[CH:30][CH:29]=[C:28]1[CH:32]=O.C(O)(=O)C.C([BH3-])#N.[Na+]. The catalyst is CO.CS(C)=O. The product is [CH2:1]([N:3]([CH2:32][C:28]1[O:27][CH:31]=[CH:30][CH:29]=1)[C@@H:4]1[CH2:8][CH2:7][N:6]([C:9]2[C:14]([C:15]([O:17][CH:18]([CH3:20])[CH3:19])=[O:16])=[C:13]([C:21]3[CH:26]=[CH:25][CH:24]=[CH:23][CH:22]=3)[CH:12]=[CH:11][N:10]=2)[CH2:5]1)[CH3:2]. The yield is 0.109.